Task: Predict the reaction yield, written as a fraction of the theoretical maximum amount of product (1.0 means a 100% yield; for example, 0.34 means a 34% yield).. Dataset: Reaction yield outcomes from USPTO patents with 853,638 reactions (1) The reactants are [N+:1]([C:4]1[CH:15]=[CH:14][C:7]2[S:8][C:9]([C:11]([OH:13])=O)=[CH:10][C:6]=2[CH:5]=1)([O-:3])=[O:2].C(Cl)(C(Cl)=O)=O.CN(C=O)C.[Cl:27][C:28]1[N:33]=[C:32]([NH2:34])[CH:31]=[C:30]([C:35]([C:38]2[CH:43]=[C:42]([O:44][C:45]([F:48])([F:47])[F:46])[CH:41]=[C:40]([O:49][CH3:50])[CH:39]=2)([CH3:37])[CH3:36])[CH:29]=1. The catalyst is C(Cl)Cl. The product is [Cl:27][C:28]1[N:33]=[C:32]([NH:34][C:11]([C:9]2[S:8][C:7]3[CH:14]=[CH:15][C:4]([N+:1]([O-:3])=[O:2])=[CH:5][C:6]=3[CH:10]=2)=[O:13])[CH:31]=[C:30]([C:35]([C:38]2[CH:43]=[C:42]([O:44][C:45]([F:46])([F:47])[F:48])[CH:41]=[C:40]([O:49][CH3:50])[CH:39]=2)([CH3:37])[CH3:36])[CH:29]=1. The yield is 0.720. (2) The reactants are [O:1]=[C:2]1[NH:6][C:5]2([CH2:11][CH2:10][CH2:9][CH2:8][CH2:7]2)[N:4]=[C:3]1[C:12]1[CH:19]=[CH:18][C:15]([C:16]#[N:17])=[CH:14][CH:13]=1.[H-].[Na+].Br[CH2:23][C:24]([NH:26][C:27]1[CH:32]=[CH:31][CH:30]=[C:29]([C:33]([F:36])([F:35])[F:34])[CH:28]=1)=[O:25].O. The catalyst is CN(C)C=O. The product is [C:16]([C:15]1[CH:14]=[CH:13][C:12]([C:3]2[C:2](=[O:1])[N:6]([CH2:23][C:24]([NH:26][C:27]3[CH:32]=[CH:31][CH:30]=[C:29]([C:33]([F:34])([F:35])[F:36])[CH:28]=3)=[O:25])[C:5]3([CH2:7][CH2:8][CH2:9][CH2:10][CH2:11]3)[N:4]=2)=[CH:19][CH:18]=1)#[N:17]. The yield is 0.400. (3) The reactants are Cl[C:2]1[N:7]=[C:6]([NH:8][C:9]2[CH:14]=[CH:13][CH:12]=[CH:11][C:10]=2[S:15]([N:18]([CH3:20])[CH3:19])(=[O:17])=[O:16])[C:5]([Cl:21])=[CH:4][N:3]=1.[NH2:22][C:23]1[C:36]([O:37][CH3:38])=[CH:35][C:26]2[CH2:27][CH2:28][N:29]([CH2:32][CH2:33][OH:34])[CH2:30][CH2:31][C:25]=2[CH:24]=1. No catalyst specified. The product is [Cl:21][C:5]1[C:6]([NH:8][C:9]2[CH:14]=[CH:13][CH:12]=[CH:11][C:10]=2[S:15]([N:18]([CH3:20])[CH3:19])(=[O:17])=[O:16])=[N:7][C:2]([NH:22][C:23]2[C:36]([O:37][CH3:38])=[CH:35][C:26]3[CH2:27][CH2:28][N:29]([CH2:32][CH2:33][OH:34])[CH2:30][CH2:31][C:25]=3[CH:24]=2)=[N:3][CH:4]=1. The yield is 0.580. (4) The yield is 0.940. The product is [CH2:1]([O:8][N:9]1[C:15](=[O:16])[N:14]2[CH2:17][C@H:10]1[CH2:11][CH2:12][C@H:13]2[C:18]([NH:21][O:22][CH2:23][C:24]1[N:25]=[CH:26][N:27]([C:29]([O:31][C:32]([CH3:35])([CH3:34])[CH3:33])=[O:30])[CH:28]=1)=[O:20])[C:2]1[CH:3]=[CH:4][CH:5]=[CH:6][CH:7]=1. The reactants are [CH2:1]([O:8][N:9]1[C:15](=[O:16])[N:14]2[CH2:17][C@H:10]1[CH2:11][CH2:12][C@H:13]2[C:18]([OH:20])=O)[C:2]1[CH:7]=[CH:6][CH:5]=[CH:4][CH:3]=1.[NH2:21][O:22][CH2:23][C:24]1[N:25]=[CH:26][N:27]([C:29]([O:31][C:32]([CH3:35])([CH3:34])[CH3:33])=[O:30])[CH:28]=1.ON1C2C=CC=CC=2N=N1.Cl.C(N=C=NCCCN(C)C)C. The catalyst is C(Cl)Cl. (5) The reactants are ClC[C:3]1[N:4]=[C:5]([C:8]2[CH:13]=[CH:12][CH:11]=[CH:10][CH:9]=2)[S:6][CH:7]=1.Cl.[CH3:15][O:16][C:17]1[CH:22]=[CH:21][CH:20]=[C:19]([N+:23]([O-:25])=[O:24])[C:18]=1[N:26]([CH2:31][CH2:32][CH3:33])[CH2:27][CH2:28][NH:29][CH3:30].C(=O)([O-])[O-].[Na+].[Na+].O. The catalyst is CN(C=O)C.C(OCC)(=O)C.CO. The product is [CH3:15][O:16][C:17]1[CH:22]=[CH:21][CH:20]=[C:19]([N+:23]([O-:25])=[O:24])[C:18]=1[N:26]1[CH2:31][CH2:32][CH2:33][N:29]([CH2:30][C:7]2[S:6][C:5]([C:8]3[CH:9]=[CH:10][CH:11]=[CH:12][CH:13]=3)=[N:4][CH:3]=2)[CH2:28][CH2:27]1. The yield is 0.400. (6) The reactants are Br[C:2]1[C:10]2[C:5](=[CH:6][CH:7]=[C:8]([O:11][CH3:12])[CH:9]=2)[N:4]([CH3:13])[N:3]=1.[CH3:14][Sn:15]([CH3:21])([CH3:20])[Sn:15]([CH3:21])([CH3:20])[CH3:14]. The catalyst is C1(C)C=CC=CC=1.C1C=CC([P]([Pd]([P](C2C=CC=CC=2)(C2C=CC=CC=2)C2C=CC=CC=2)([P](C2C=CC=CC=2)(C2C=CC=CC=2)C2C=CC=CC=2)[P](C2C=CC=CC=2)(C2C=CC=CC=2)C2C=CC=CC=2)(C2C=CC=CC=2)C2C=CC=CC=2)=CC=1. The product is [CH3:12][O:11][C:8]1[CH:9]=[C:10]2[C:5](=[CH:6][CH:7]=1)[N:4]([CH3:13])[N:3]=[C:2]2[Sn:15]([CH3:21])([CH3:20])[CH3:14]. The yield is 0.290.